This data is from Reaction yield outcomes from USPTO patents with 853,638 reactions. The task is: Predict the reaction yield, written as a fraction of the theoretical maximum amount of product (1.0 means a 100% yield; for example, 0.34 means a 34% yield). (1) The reactants are [Br:1][C:2]1[CH:3]=[C:4]2[C:9](=[C:10]([O:12][CH3:13])[CH:11]=1)[N:8]=[C:7](O)[N:6]=[CH:5]2.O=P(Cl)(Cl)[Cl:17]. No catalyst specified. The product is [Br:1][C:2]1[CH:3]=[C:4]2[C:9](=[C:10]([O:12][CH3:13])[CH:11]=1)[N:8]=[C:7]([Cl:17])[N:6]=[CH:5]2. The yield is 0.300. (2) The reactants are [CH3:1][O:2][C:3]1[C:4]([O:17][CH2:18][CH2:19][CH2:20][N:21]2[CH2:25][CH2:24][CH2:23][CH2:22]2)=[CH:5][C:6]([N+:14]([O-])=O)=[C:7]([C:9]([CH3:13])([CH3:12])[C:10]#[N:11])[CH:8]=1. The catalyst is CC(O)=O.[Zn]. The product is [CH3:1][O:2][C:3]1[CH:8]=[C:7]2[C:6](=[CH:5][C:4]=1[O:17][CH2:18][CH2:19][CH2:20][N:21]1[CH2:25][CH2:24][CH2:23][CH2:22]1)[N:14]=[C:10]([NH2:11])[C:9]2([CH3:13])[CH3:12]. The yield is 0.970.